This data is from Reaction yield outcomes from USPTO patents with 853,638 reactions. The task is: Predict the reaction yield, written as a fraction of the theoretical maximum amount of product (1.0 means a 100% yield; for example, 0.34 means a 34% yield). (1) The reactants are [CH2:1]([O:8][C:9]1[CH:10]=[C:11]([CH:30]=[CH:31][CH:32]=1)[CH2:12][O:13][C:14]1[C:19]2[CH:20]=[C:21]([C:23](=O)[CH2:24]Br)[O:22][C:18]=2[C:17]([Cl:27])=[C:16]([O:28][CH3:29])[CH:15]=1)[C:2]1[CH:7]=[CH:6][CH:5]=[CH:4][CH:3]=1.[Br:33][C:34]1[S:38][C:37]([NH2:39])=[N:36][N:35]=1. The catalyst is CC(O)C. The product is [CH2:1]([O:8][C:9]1[CH:10]=[C:11]([CH:30]=[CH:31][CH:32]=1)[CH2:12][O:13][C:14]1[C:19]2[CH:20]=[C:21]([C:23]3[N:39]=[C:37]4[N:36]([CH:24]=3)[N:35]=[C:34]([Br:33])[S:38]4)[O:22][C:18]=2[C:17]([Cl:27])=[C:16]([O:28][CH3:29])[CH:15]=1)[C:2]1[CH:7]=[CH:6][CH:5]=[CH:4][CH:3]=1. The yield is 0.280. (2) The reactants are CO[C:3]1[CH:4]=[C:5]2[C:10](=[CH:11][C:12]=1[O:13][CH3:14])[N:9]=[CH:8][CH:7]=[C:6]2[O:15][C:16]1[CH:23]=[CH:22][C:21]([CH3:24])=[CH:20][C:17]=1[CH:18]=O.[NH:25]1[CH2:30][CH2:29][CH2:28][CH2:27][CH2:26]1.[BH4-].[Na+].C(OCC)(=O)C.[CH3:39][OH:40]. The catalyst is O. The product is [CH3:39][O:40][C:3]1[CH:4]=[C:5]2[C:10](=[CH:11][C:12]=1[O:13][CH3:14])[N:9]=[CH:8][CH:7]=[C:6]2[O:15][C:16]1[CH:23]=[CH:22][C:21]([CH3:24])=[CH:20][C:17]=1[CH2:18][N:25]1[CH2:30][CH2:29][CH2:28][CH2:27][CH2:26]1. The yield is 0.660. (3) The reactants are [C:1]([O:5][C:6]([N:8]1[CH2:12][CH2:11][CH2:10][CH:9]1[C:13]1[NH:14][C:15]([C:18]2[CH:23]=[CH:22][C:21](B3OC(C)(C)C(C)(C)O3)=[CH:20][CH:19]=2)=[CH:16][N:17]=1)=[O:7])([CH3:4])([CH3:3])[CH3:2].Br[C:34]1[CH:41]=[CH:40][C:39]([Cl:42])=[CH:38][C:35]=1[C:36]#[N:37].C(=O)([O-])[O-].[K+].[K+]. The catalyst is C1C=CC([P]([Pd]([P](C2C=CC=CC=2)(C2C=CC=CC=2)C2C=CC=CC=2)([P](C2C=CC=CC=2)(C2C=CC=CC=2)C2C=CC=CC=2)[P](C2C=CC=CC=2)(C2C=CC=CC=2)C2C=CC=CC=2)(C2C=CC=CC=2)C2C=CC=CC=2)=CC=1.C([O-])(O)=O.[Na+]. The product is [C:1]([O:5][C:6]([N:8]1[CH2:12][CH2:11][CH2:10][CH:9]1[C:13]1[NH:14][C:15]([C:18]2[CH:19]=[CH:20][C:21]([C:34]3[CH:41]=[CH:40][C:39]([Cl:42])=[CH:38][C:35]=3[C:36]#[N:37])=[CH:22][CH:23]=2)=[CH:16][N:17]=1)=[O:7])([CH3:4])([CH3:3])[CH3:2]. The yield is 0.810. (4) The reactants are [Cl:1][CH2:2][C:3]1[CH:10]=[CH:9][C:6]([CH:7]=O)=[CH:5][CH:4]=1.Cl.[NH2:12][OH:13]. The catalyst is C(O)C. The product is [Cl:1][CH2:2][C:3]1[CH:10]=[CH:9][C:6]([CH:7]=[N:12][OH:13])=[CH:5][CH:4]=1. The yield is 0.970.